This data is from Peptide-MHC class II binding affinity with 134,281 pairs from IEDB. The task is: Regression. Given a peptide amino acid sequence and an MHC pseudo amino acid sequence, predict their binding affinity value. This is MHC class II binding data. (1) The peptide sequence is SGLFQFIFFLLLAGR. The MHC is DRB1_1501 with pseudo-sequence DRB1_1501. The binding affinity (normalized) is 0.355. (2) The peptide sequence is YFPPPAAKEDFLGCL. The MHC is HLA-DPA10201-DPB10501 with pseudo-sequence HLA-DPA10201-DPB10501. The binding affinity (normalized) is 0.354.